From a dataset of Reaction yield outcomes from USPTO patents with 853,638 reactions. Predict the reaction yield, written as a fraction of the theoretical maximum amount of product (1.0 means a 100% yield; for example, 0.34 means a 34% yield). (1) The reactants are C([N:8]1[CH2:12][CH2:11][C@@H:10]([N:13]2[CH2:22][CH2:21][C:20]3[C:15](=[CH:16][CH:17]=[C:18]([C:23]4[CH:32]=[CH:31][C:26]([C:27]([O:29][CH3:30])=[O:28])=[CH:25][C:24]=4[F:33])[CH:19]=3)[C:14]2=[O:34])[CH2:9]1)C1C=CC=CC=1. The catalyst is CO. The product is [F:33][C:24]1[CH:25]=[C:26]([CH:31]=[CH:32][C:23]=1[C:18]1[CH:19]=[C:20]2[C:15](=[CH:16][CH:17]=1)[C:14](=[O:34])[N:13]([C@@H:10]1[CH2:11][CH2:12][NH:8][CH2:9]1)[CH2:22][CH2:21]2)[C:27]([O:29][CH3:30])=[O:28]. The yield is 0.460. (2) The reactants are CS(O[CH2:6][CH:7]1[N:17]2[CH:18]3[CH:13]([N:14]=[CH:15][C:16]2=[O:19])[CH:12]=[CH:11][C:10](=[O:20])[N:9]3[CH2:8]1)(=O)=O.N1C=CC=CC=1.[NH:27]1[CH2:32][CH2:31][CH:30]([NH:33][C:34](=[O:40])[O:35][C:36]([CH3:39])([CH3:38])[CH3:37])[CH2:29][CH2:28]1.CO. The catalyst is C(#N)C.C(Cl)Cl. The product is [O:19]=[C:16]1[CH:15]=[N:14][C:13]2=[C:18]3[N:17]1[CH:7]([CH2:6][N:27]1[CH2:28][CH2:29][CH:30]([NH:33][C:34](=[O:40])[O:35][C:36]([CH3:38])([CH3:37])[CH3:39])[CH2:31][CH2:32]1)[CH2:8][N:9]3[C:10](=[O:20])[CH:11]=[CH:12]2. The yield is 0.568. (3) The reactants are Cl[C:2]1[C:3](=[O:25])[N:4]([CH2:17][CH2:18][C:19]2[CH:24]=[CH:23][CH:22]=[CH:21][CH:20]=2)[C:5]([C:9]2[CH:14]=[CH:13][CH:12]=[CH:11][C:10]=2[O:15]C)=[N:6][C:7]=1[CH3:8].CC([O-])(C)C.[Na+].[NH:32]1[CH2:37][CH2:36][O:35][CH2:34][CH2:33]1. The catalyst is O1CCOCC1.C1C=CC(/C=C/C(/C=C/C2C=CC=CC=2)=O)=CC=1.C1C=CC(/C=C/C(/C=C/C2C=CC=CC=2)=O)=CC=1.C1C=CC(/C=C/C(/C=C/C2C=CC=CC=2)=O)=CC=1.[Pd].[Pd]. The product is [OH:15][C:10]1[CH:11]=[CH:12][CH:13]=[CH:14][C:9]=1[C:5]1[N:4]([CH2:17][CH2:18][C:19]2[CH:20]=[CH:21][CH:22]=[CH:23][CH:24]=2)[C:3](=[O:25])[C:2]([N:32]2[CH2:37][CH2:36][O:35][CH2:34][CH2:33]2)=[C:7]([CH3:8])[N:6]=1. The yield is 0.370. (4) The reactants are [Cl:1][C:2]1[CH:3]=[C:4]([CH:14]=[CH:15][C:16]=1[C:17]1[S:18][C:19]([C:22]2[N:23]=[C:24]3[C:29]([Cl:30])=[CH:28][C:27]([C:31]([F:34])([F:33])[F:32])=[CH:26][N:25]3[CH:35]=2)=[N:20][N:21]=1)[CH2:5][NH:6]C(=O)OC(C)(C)C. The catalyst is Cl. The product is [Cl:1][C:2]1[CH:3]=[C:4]([CH2:5][NH2:6])[CH:14]=[CH:15][C:16]=1[C:17]1[S:18][C:19]([C:22]2[N:23]=[C:24]3[C:29]([Cl:30])=[CH:28][C:27]([C:31]([F:32])([F:34])[F:33])=[CH:26][N:25]3[CH:35]=2)=[N:20][N:21]=1. The yield is 0.370. (5) The reactants are [CH2:1]([N:8]1[CH2:13][CH2:12][CH:11]([CH:14]([CH:19]([OH:29])[C:20]2[CH:25]=[CH:24][CH:23]=[CH:22][C:21]=2[N+:26]([O-])=O)[C:15]([O:17]C)=O)[CH2:10][CH2:9]1)[C:2]1[CH:7]=[CH:6][CH:5]=[CH:4][CH:3]=1. The catalyst is C(O)(=O)C.O.[Fe]. The product is [CH2:1]([N:8]1[CH2:9][CH2:10][CH:11]([CH:14]2[CH:19]([OH:29])[C:20]3[C:21](=[CH:22][CH:23]=[CH:24][CH:25]=3)[NH:26][C:15]2=[O:17])[CH2:12][CH2:13]1)[C:2]1[CH:7]=[CH:6][CH:5]=[CH:4][CH:3]=1. The yield is 0.690. (6) The catalyst is C1C=CC(/C=C/C(/C=C/C2C=CC=CC=2)=O)=CC=1.C1C=CC(/C=C/C(/C=C/C2C=CC=CC=2)=O)=CC=1.C1C=CC(/C=C/C(/C=C/C2C=CC=CC=2)=O)=CC=1.[Pd].[Pd].O1CCOCC1. The yield is 0.740. The product is [C:1]([O:4][CH2:5][C:6]1[C:7]([B:30]2[O:31][C:32]([CH3:34])([CH3:33])[C:28]([CH3:44])([CH3:27])[O:29]2)=[CH:8][CH:9]=[CH:10][C:11]=1[N:12]1[CH2:20][C:19]2[C:14](=[CH:15][CH:16]=[C:17]([C:21]([CH3:24])([CH3:23])[CH3:22])[CH:18]=2)[C:13]1=[O:25])(=[O:3])[CH3:2]. The reactants are [C:1]([O:4][CH2:5][C:6]1[C:11]([N:12]2[CH2:20][C:19]3[C:14](=[CH:15][CH:16]=[C:17]([C:21]([CH3:24])([CH3:23])[CH3:22])[CH:18]=3)[C:13]2=[O:25])=[CH:10][CH:9]=[CH:8][C:7]=1Br)(=[O:3])[CH3:2].[CH3:27][C:28]1([CH3:44])[C:32]([CH3:34])([CH3:33])[O:31][B:30]([B:30]2[O:31][C:32]([CH3:34])([CH3:33])[C:28]([CH3:44])([CH3:27])[O:29]2)[O:29]1.C([O-])(=O)C.[K+].CC(C1C=C(C(C)C)C(C2C=CC=CC=2P(C2CCCCC2)C2CCCCC2)=C(C(C)C)C=1)C.